The task is: Predict the reactants needed to synthesize the given product.. This data is from Full USPTO retrosynthesis dataset with 1.9M reactions from patents (1976-2016). (1) The reactants are: [BH-](OC(C)=O)(OC(C)=O)OC(C)=O.[Na+].[CH:15]([C:17]1[C:18]([C:22]([O:24][CH2:25][CH3:26])=[O:23])=[N:19][NH:20][CH:21]=1)=O.[CH3:27][C@@H:28]1[CH2:33][NH:32][CH2:31][CH2:30][N:29]1[C:34]1[CH:39]=[CH:38][C:37]([C:40]([F:43])([F:42])[F:41])=[CH:36][N:35]=1.C(O)(=O)C.C(=O)([O-])[O-].[Na+].[Na+]. Given the product [CH3:27][C@H:28]1[N:29]([C:34]2[CH:39]=[CH:38][C:37]([C:40]([F:43])([F:41])[F:42])=[CH:36][N:35]=2)[CH2:30][CH2:31][N:32]([CH2:15][C:17]2[C:18]([C:22]([O:24][CH2:25][CH3:26])=[O:23])=[N:19][NH:20][CH:21]=2)[CH2:33]1, predict the reactants needed to synthesize it. (2) The reactants are: [C:1]([O:5][C:6](=[O:38])[N:7]([C@@H:19]([CH2:22][C:23]1[CH:28]=[CH:27][C:26]([O:29][C:30]2[C:35]([C:36]#[N:37])=[CH:34][CH:33]=[CH:32][N:31]=2)=[CH:25][CH:24]=1)[CH2:20][OH:21])[CH2:8][C@H:9]([OH:18])[CH2:10][O:11][C:12]1[CH:17]=[CH:16][CH:15]=[CH:14][CH:13]=1)([CH3:4])([CH3:3])[CH3:2].[OH:39]O.[OH-].[Na+]. Given the product [C:1]([O:5][C:6](=[O:38])[N:7]([C@@H:19]([CH2:22][C:23]1[CH:28]=[CH:27][C:26]([O:29][C:30]2[C:35]([C:36](=[O:39])[NH2:37])=[CH:34][CH:33]=[CH:32][N:31]=2)=[CH:25][CH:24]=1)[CH2:20][OH:21])[CH2:8][C@H:9]([OH:18])[CH2:10][O:11][C:12]1[CH:13]=[CH:14][CH:15]=[CH:16][CH:17]=1)([CH3:4])([CH3:2])[CH3:3], predict the reactants needed to synthesize it. (3) Given the product [CH:40]1[CH:32]=[CH:33][C:34]2[N:41]([OH:1])[N:45]=[N:4][C:35]=2[CH:39]=1, predict the reactants needed to synthesize it. The reactants are: [OH2:1].CC[N:4]=C=NCCCN(C)C.Cl.Cl.Cl.FC1C=CC(N2C=CC(CCN)=N2)=NC=1.F[C:32]1[CH:40]=[CH:39][C:35](C(O)=O)=[C:34]([N:41]2[N:45]=CC=N2)[CH:33]=1.C([O-])(O)=O.[Na+]. (4) Given the product [F:1][C:2]([F:36])([F:35])[C:3]1[CH:4]=[C:5]([C:13]([CH3:34])([CH3:33])[C:14]([N:16]([C:18]2[CH:19]=[N:20][C:21]([N:45]3[CH2:46][CH2:47][O:48][CH2:49][C@H:44]3[CH2:43][OH:42])=[CH:22][C:23]=2[C:24]2[CH:29]=[CH:28][C:27]([F:30])=[CH:26][C:25]=2[CH3:31])[CH3:17])=[O:15])[CH:6]=[C:7]([C:9]([F:12])([F:11])[F:10])[CH:8]=1, predict the reactants needed to synthesize it. The reactants are: [F:1][C:2]([F:36])([F:35])[C:3]1[CH:4]=[C:5]([C:13]([CH3:34])([CH3:33])[C:14]([N:16]([C:18]2[CH:19]=[N:20][C:21](Cl)=[CH:22][C:23]=2[C:24]2[CH:29]=[CH:28][C:27]([F:30])=[CH:26][C:25]=2[CH3:31])[CH3:17])=[O:15])[CH:6]=[C:7]([C:9]([F:12])([F:11])[F:10])[CH:8]=1.C([SiH2][O:42][C:43](C)(C)[C@@H:44]1[CH2:49][O:48][CH2:47][CH2:46][NH:45]1)(C)(C)C.[OH-].[Na+].